Dataset: Full USPTO retrosynthesis dataset with 1.9M reactions from patents (1976-2016). Task: Predict the reactants needed to synthesize the given product. (1) Given the product [Cl:1][C:2]1[CH:7]=[C:6]([N+:8]([O-:10])=[O:9])[CH:5]=[C:4]2[C:3]=1[N:11]=[CH:12][C:13]([C:19]#[N:20])=[C:14]2[OH:16], predict the reactants needed to synthesize it. The reactants are: [Cl:1][C:2]1[CH:7]=[C:6]([N+:8]([O-:10])=[O:9])[CH:5]=[CH:4][C:3]=1[NH:11]/[CH:12]=[C:13](/[C:19]#[N:20])\[C:14]([O:16]CC)=O.CCCCCC. (2) Given the product [CH3:1][O:2][C:3]1[C:8]([CH3:9])=[CH:7][C:6]([NH:10][C:11]2([CH2:15][C:16]([OH:18])=[O:17])[CH2:14][CH2:13][CH2:12]2)=[CH:5][C:4]=1[CH3:21], predict the reactants needed to synthesize it. The reactants are: [CH3:1][O:2][C:3]1[C:8]([CH3:9])=[CH:7][C:6]([NH:10][C:11]2([CH2:15][C:16]([O:18]CC)=[O:17])[CH2:14][CH2:13][CH2:12]2)=[CH:5][C:4]=1[CH3:21].[OH-].[Na+]. (3) Given the product [Cl:1][C:2]1[CH:3]=[C:4]([CH:26]=[CH:27][C:28]=1[O:29][CH2:31][C:32]1[N:33]=[CH:34][S:35][CH:36]=1)[NH:5][C:6]1[C:15]2[C:10](=[CH:11][C:12]([O:24][CH3:25])=[CH:13][C:14]=2[O:16][CH:17]2[CH2:18][CH2:19][N:20]([CH3:23])[CH2:21][CH2:22]2)[N:9]=[CH:8][N:7]=1, predict the reactants needed to synthesize it. The reactants are: [Cl:1][C:2]1[CH:3]=[C:4]([CH:26]=[CH:27][C:28]=1[OH:29])[NH:5][C:6]1[C:15]2[C:10](=[CH:11][C:12]([O:24][CH3:25])=[CH:13][C:14]=2[O:16][CH:17]2[CH2:22][CH2:21][N:20]([CH3:23])[CH2:19][CH2:18]2)[N:9]=[CH:8][N:7]=1.Cl[CH2:31][C:32]1[N:33]=[CH:34][S:35][CH:36]=1. (4) Given the product [Br:17][CH:3]([CH:2]([CH3:16])[CH3:1])[C:4]([C:6]1[C:15]2[C:10](=[CH:11][CH:12]=[CH:13][CH:14]=2)[CH:9]=[CH:8][CH:7]=1)=[O:5], predict the reactants needed to synthesize it. The reactants are: [CH3:1][CH:2]([CH3:16])[CH2:3][C:4]([C:6]1[C:15]2[C:10](=[CH:11][CH:12]=[CH:13][CH:14]=2)[CH:9]=[CH:8][CH:7]=1)=[O:5].[Br-:17].[Br-].[Br-].C1([N+](C)(C)C)C=CC=CC=1.C1([N+](C)(C)C)C=CC=CC=1.C1([N+](C)(C)C)C=CC=CC=1. (5) Given the product [CH:2]([C:1]1[O:18][C:8]([C:9]2[CH:14]=[CH:13][CH:12]=[C:11]([N+:15]([O-:17])=[O:16])[CH:10]=2)=[N:7][N:6]=1)([CH3:3])[CH3:4], predict the reactants needed to synthesize it. The reactants are: [C:1]([NH:6][NH:7][C:8](=[O:18])[C:9]1[CH:14]=[CH:13][CH:12]=[C:11]([N+:15]([O-:17])=[O:16])[CH:10]=1)(=O)[CH:2]([CH3:4])[CH3:3].C(Br)(Br)(Br)Br.C1(P(C2C=CC=CC=2)C2C=CC=CC=2)C=CC=CC=1.OS([O-])(=O)=O.[K+]. (6) Given the product [CH3:26][S:27]([O:1][CH2:2][C:3]1[S:4][C:5]2[CH2:6][N:7]([C:12]([O:14][C:15]([CH3:18])([CH3:17])[CH3:16])=[O:13])[CH2:8][CH2:9][C:10]=2[N:11]=1)(=[O:29])=[O:28], predict the reactants needed to synthesize it. The reactants are: [OH:1][CH2:2][C:3]1[S:4][C:5]2[CH2:6][N:7]([C:12]([O:14][C:15]([CH3:18])([CH3:17])[CH3:16])=[O:13])[CH2:8][CH2:9][C:10]=2[N:11]=1.C(N(CC)CC)C.[CH3:26][S:27](Cl)(=[O:29])=[O:28].